The task is: Regression. Given a peptide amino acid sequence and an MHC pseudo amino acid sequence, predict their binding affinity value. This is MHC class I binding data.. This data is from Peptide-MHC class I binding affinity with 185,985 pairs from IEDB/IMGT. (1) The peptide sequence is LIPETVPYI. The MHC is HLA-B18:01 with pseudo-sequence HLA-B18:01. The binding affinity (normalized) is 0. (2) The peptide sequence is ALLFFIVAL. The MHC is H-2-Kb with pseudo-sequence H-2-Kb. The binding affinity (normalized) is 0. (3) The peptide sequence is AVYSSSMVK. The MHC is HLA-A02:02 with pseudo-sequence HLA-A02:02. The binding affinity (normalized) is 0.170. (4) The peptide sequence is VPAPHGVAL. The MHC is HLA-B07:02 with pseudo-sequence HLA-B07:02. The binding affinity (normalized) is 0.744. (5) The peptide sequence is AEILPDTTYL. The MHC is HLA-B45:01 with pseudo-sequence HLA-B45:01. The binding affinity (normalized) is 0.333. (6) The peptide sequence is HINDQKFDDV. The MHC is HLA-A02:01 with pseudo-sequence HLA-A02:01. The binding affinity (normalized) is 0.123. (7) The peptide sequence is LAIKQYGDI. The MHC is HLA-A68:02 with pseudo-sequence HLA-A68:02. The binding affinity (normalized) is 0.376. (8) The peptide sequence is GMKRSFYVY. The MHC is HLA-A69:01 with pseudo-sequence HLA-A69:01. The binding affinity (normalized) is 0.0847.